From a dataset of NCI-60 drug combinations with 297,098 pairs across 59 cell lines. Regression. Given two drug SMILES strings and cell line genomic features, predict the synergy score measuring deviation from expected non-interaction effect. (1) Drug 1: C1=NC2=C(N1)C(=S)N=C(N2)N. Drug 2: CCCS(=O)(=O)NC1=C(C(=C(C=C1)F)C(=O)C2=CNC3=C2C=C(C=N3)C4=CC=C(C=C4)Cl)F. Cell line: RXF 393. Synergy scores: CSS=12.0, Synergy_ZIP=-7.05, Synergy_Bliss=-7.03, Synergy_Loewe=-10.1, Synergy_HSA=-5.93. (2) Drug 1: C1=CC(=C2C(=C1NCCNCCO)C(=O)C3=C(C=CC(=C3C2=O)O)O)NCCNCCO. Drug 2: C(=O)(N)NO. Cell line: T-47D. Synergy scores: CSS=42.3, Synergy_ZIP=7.40, Synergy_Bliss=11.0, Synergy_Loewe=-36.3, Synergy_HSA=10.0. (3) Drug 1: C1=NC2=C(N=C(N=C2N1C3C(C(C(O3)CO)O)F)Cl)N. Drug 2: CCN(CC)CCNC(=O)C1=C(NC(=C1C)C=C2C3=C(C=CC(=C3)F)NC2=O)C. Cell line: OVCAR-4. Synergy scores: CSS=1.97, Synergy_ZIP=0.0255, Synergy_Bliss=-1.34, Synergy_Loewe=-2.44, Synergy_HSA=-2.05. (4) Drug 1: C1=NC(=NC(=O)N1C2C(C(C(O2)CO)O)O)N. Drug 2: CC12CCC3C(C1CCC2O)C(CC4=C3C=CC(=C4)O)CCCCCCCCCS(=O)CCCC(C(F)(F)F)(F)F. Cell line: OVCAR-4. Synergy scores: CSS=2.05, Synergy_ZIP=-1.32, Synergy_Bliss=-0.715, Synergy_Loewe=1.08, Synergy_HSA=-0.843. (5) Drug 1: CC1OCC2C(O1)C(C(C(O2)OC3C4COC(=O)C4C(C5=CC6=C(C=C35)OCO6)C7=CC(=C(C(=C7)OC)O)OC)O)O. Drug 2: CC1C(C(CC(O1)OC2CC(CC3=C2C(=C4C(=C3O)C(=O)C5=CC=CC=C5C4=O)O)(C(=O)C)O)N)O. Cell line: BT-549. Synergy scores: CSS=49.3, Synergy_ZIP=-8.49, Synergy_Bliss=-2.99, Synergy_Loewe=-0.339, Synergy_HSA=0.933. (6) Drug 1: C(=O)(N)NO. Drug 2: CCCCC(=O)OCC(=O)C1(CC(C2=C(C1)C(=C3C(=C2O)C(=O)C4=C(C3=O)C=CC=C4OC)O)OC5CC(C(C(O5)C)O)NC(=O)C(F)(F)F)O. Cell line: BT-549. Synergy scores: CSS=44.6, Synergy_ZIP=-0.781, Synergy_Bliss=-4.05, Synergy_Loewe=-1.97, Synergy_HSA=-3.43. (7) Synergy scores: CSS=-1.30, Synergy_ZIP=1.12, Synergy_Bliss=0.860, Synergy_Loewe=-0.362, Synergy_HSA=-0.880. Drug 2: CC(C)CN1C=NC2=C1C3=CC=CC=C3N=C2N. Drug 1: CCC1(CC2CC(C3=C(CCN(C2)C1)C4=CC=CC=C4N3)(C5=C(C=C6C(=C5)C78CCN9C7C(C=CC9)(C(C(C8N6C)(C(=O)OC)O)OC(=O)C)CC)OC)C(=O)OC)O.OS(=O)(=O)O. Cell line: UACC-257. (8) Drug 1: C1C(C(OC1N2C=NC3=C(N=C(N=C32)Cl)N)CO)O. Drug 2: C#CCC(CC1=CN=C2C(=N1)C(=NC(=N2)N)N)C3=CC=C(C=C3)C(=O)NC(CCC(=O)O)C(=O)O. Cell line: U251. Synergy scores: CSS=41.7, Synergy_ZIP=4.47, Synergy_Bliss=6.99, Synergy_Loewe=-15.0, Synergy_HSA=-3.37.